The task is: Predict which catalyst facilitates the given reaction.. This data is from Catalyst prediction with 721,799 reactions and 888 catalyst types from USPTO. (1) Reactant: [Cl:1][C:2]1[C:3]([O:30][CH3:31])=[CH:4][C:5]([O:28][CH3:29])=[C:6]([NH:8][C:9]([CH2:11][N:12]2[C:21]3[C:16](=[CH:17][CH:18]=[CH:19][CH:20]=3)[C:15](=[O:22])[N:14]([CH2:23][C:24]([OH:26])=O)[C:13]2=[O:27])=[O:10])[CH:7]=1.CN(C(ON1N=NC2C=CC=NC1=2)=[N+](C)C)C.F[P-](F)(F)(F)(F)F.[C:56]([O:60][C:61](=[O:68])[NH:62][C@@H:63]1[CH2:67][CH2:66][NH:65][CH2:64]1)([CH3:59])([CH3:58])[CH3:57].CCN(C(C)C)C(C)C. Product: [C:56]([O:60][C:61](=[O:68])[NH:62][C@@H:63]1[CH2:67][CH2:66][N:65]([C:24](=[O:26])[CH2:23][N:14]2[C:15](=[O:22])[C:16]3[C:21](=[CH:20][CH:19]=[CH:18][CH:17]=3)[N:12]([CH2:11][C:9](=[O:10])[NH:8][C:6]3[CH:7]=[C:2]([Cl:1])[C:3]([O:30][CH3:31])=[CH:4][C:5]=3[O:28][CH3:29])[C:13]2=[O:27])[CH2:64]1)([CH3:59])([CH3:57])[CH3:58]. The catalyst class is: 136. (2) Reactant: COC[O:4][C:5]1[C:13]2[CH:12]=[C:11]([C:14]3[O:15][C:16]([CH3:19])=[N:17][N:18]=3)[S:10][C:9]=2[CH:8]=[CH:7][CH:6]=1. Product: [OH:4][C:5]1[C:13]2[CH:12]=[C:11]([C:14]3[O:15][C:16]([CH3:19])=[N:17][N:18]=3)[S:10][C:9]=2[CH:8]=[CH:7][CH:6]=1. The catalyst class is: 86. (3) Reactant: C(=O)([O-])[O-].[K+].[K+].[NH:7]1[CH2:11][CH2:10][CH2:9][CH2:8]1.[Br:12][C:13]1[CH:18]=[CH:17][C:16]([NH:19][C:20](=[O:23])[CH2:21]Cl)=[CH:15][CH:14]=1. Product: [Br:12][C:13]1[CH:14]=[CH:15][C:16]([NH:19][C:20](=[O:23])[CH2:21][N:7]2[CH2:11][CH2:10][CH2:9][CH2:8]2)=[CH:17][CH:18]=1. The catalyst class is: 291. (4) Reactant: CO[C:3]1[CH:8]=[C:7]([CH3:9])[C:6]([C:10]2[CH:15]=[CH:14][C:13]([C:16]#[N:17])=[CH:12][C:11]=2[C:18](=[O:27])[C:19]2[CH:24]=[CH:23][C:22]([O:25][CH3:26])=[CH:21][CH:20]=2)=[C:5]([CH3:28])[CH:4]=1.C1C(=O)N([Br:36])C(=O)C1.C1C(=O)N(Br)C(=O)C1.CC(N=NC(C#N)(C)C)(C#N)C. Product: [CH3:28][C:5]1[C:6]([C:10]2[CH:15]=[CH:14][C:13]([C:16]#[N:17])=[CH:12][C:11]=2[C:18](=[O:27])[C:19]2[CH:24]=[CH:23][C:22]([O:25][CH3:26])=[CH:21][CH:20]=2)=[C:7]([CH2:9][Br:36])[CH:8]=[CH:3][CH:4]=1. The catalyst class is: 855. (5) Reactant: [C:1]([C:5]1[CH:10]=[CH:9][C:8]([C:11]2[C:19]3[C:14](=[CH:15][CH:16]=[CH:17][CH:18]=3)[N:13]([CH2:20][C:21]3[CH:22]=[C:23]([C:28]4[CH:33]=[CH:32][C:31]([OH:34])=[CH:30][CH:29]=4)[CH:24]=[CH:25][C:26]=3[CH3:27])[C:12]=2[C:35]([O:37]CC)=[O:36])=[CH:7][CH:6]=1)([CH3:4])([CH3:3])[CH3:2].CI.[C:42]([O-])([O-])=O.[K+].[K+].CN(C=O)C. Product: [CH3:3][C:1]([C:5]1[CH:10]=[CH:9][C:8]([C:11]2[C:19]3[C:14](=[CH:15][CH:16]=[CH:17][CH:18]=3)[N:13]([CH2:20][C:21]3[CH:22]=[C:23]([C:28]4[CH:33]=[CH:32][C:31]([O:34][CH3:42])=[CH:30][CH:29]=4)[CH:24]=[CH:25][C:26]=3[CH3:27])[C:12]=2[C:35]([OH:37])=[O:36])=[CH:7][CH:6]=1)([CH3:4])[CH3:2]. The catalyst class is: 210. (6) Reactant: [Cl:1][C:2]1[CH:3]=[C:4]([C:8]2[O:12][N:11]=[C:10]([C@H:13]3[CH2:17][CH2:16][CH2:15][N:14]3[C:18]3[N:19]([CH3:33])[C:20]([C:23]4[CH:32]=[CH:31][C:26]([C:27]([O:29]C)=[O:28])=[CH:25][CH:24]=4)=[N:21][N:22]=3)[CH:9]=2)[CH:5]=[CH:6][CH:7]=1.[OH-].[Na+].Cl. Product: [Cl:1][C:2]1[CH:3]=[C:4]([C:8]2[O:12][N:11]=[C:10]([C@H:13]3[CH2:17][CH2:16][CH2:15][N:14]3[C:18]3[N:19]([CH3:33])[C:20]([C:23]4[CH:24]=[CH:25][C:26]([C:27]([OH:29])=[O:28])=[CH:31][CH:32]=4)=[N:21][N:22]=3)[CH:9]=2)[CH:5]=[CH:6][CH:7]=1. The catalyst class is: 20. (7) Reactant: [Br:1][C:2]1[CH:3]=[N:4][CH:5]=[CH:6][C:7]=1Cl.[F:9][C:10]([F:29])([F:28])[C:11]1[CH:12]=[C:13]([C:17]2[N:18]=[C:19]([CH:22]3[CH2:27][CH2:26][NH:25][CH2:24][CH2:23]3)[NH:20][CH:21]=2)[CH:14]=[CH:15][CH:16]=1.C(N(CC)C(C)C)(C)C.O. Product: [Br:1][C:2]1[CH:3]=[N:4][CH:5]=[CH:6][C:7]=1[N:25]1[CH2:26][CH2:27][CH:22]([C:19]2[NH:20][CH:21]=[C:17]([C:13]3[CH:14]=[CH:15][CH:16]=[C:11]([C:10]([F:29])([F:28])[F:9])[CH:12]=3)[N:18]=2)[CH2:23][CH2:24]1. The catalyst class is: 37. (8) Reactant: Br[C:2](Br)=[CH:3][C:4]1[C:5]([O:21][CH3:22])=[CH:6][C:7]([O:19][CH3:20])=[C:8]([C:10]2[S:14][C:13]3[CH:15]=[CH:16][CH:17]=[CH:18][C:12]=3[CH:11]=2)[CH:9]=1.CN(C=[O:28])C.[NH:29]1[CH2:34][CH2:33][CH2:32][CH2:31][CH2:30]1. Product: [S:14]1[C:10]([C:8]2[C:7]([O:19][CH3:20])=[CH:6][C:5]([O:21][CH3:22])=[C:4]([CH2:3][C:2]([N:29]3[CH2:34][CH2:33][CH2:32][CH2:31][CH2:30]3)=[O:28])[CH:9]=2)=[CH:11][C:12]2[CH:18]=[CH:17][CH:16]=[CH:15][C:13]1=2. The catalyst class is: 161. (9) Reactant: CC(C[AlH]CC(C)C)C.C1(C)C=CC=CC=1.C([O:19][C:20](=O)[CH:21]=[C:22]([C:24]1[CH:29]=[CH:28][C:27]([C:30]2[CH:35]=[CH:34][CH:33]=[CH:32][CH:31]=2)=[CH:26][CH:25]=1)[CH3:23])C.[C@H](O)(C([O-])=O)[C@@H](O)C([O-])=O.[Na+].[K+]. Product: [C:27]1([C:30]2[CH:31]=[CH:32][CH:33]=[CH:34][CH:35]=2)[CH:26]=[CH:25][C:24](/[C:22](/[CH3:23])=[CH:21]/[CH2:20][OH:19])=[CH:29][CH:28]=1. The catalyst class is: 36. (10) Reactant: [O:1]1[C:10]2[CH:9]=[C:8]([CH2:11][N:12]([CH:20]3[CH2:25][CH2:24][N:23]([CH2:26][CH2:27][N:28]4[C:37]5[C:32](=[N:33][CH:34]=[C:35]([F:38])[CH:36]=5)[CH:31]=[CH:30][C:29]4=[O:39])[CH2:22][CH2:21]3)C(=O)OC(C)(C)C)[N:7]=[CH:6][C:5]=2[O:4][CH2:3][CH2:2]1.O.C(OCC)(=O)C.[OH-].[Na+]. Product: [O:1]1[C:10]2[CH:9]=[C:8]([CH2:11][NH:12][CH:20]3[CH2:25][CH2:24][N:23]([CH2:26][CH2:27][N:28]4[C:37]5[C:32](=[N:33][CH:34]=[C:35]([F:38])[CH:36]=5)[CH:31]=[CH:30][C:29]4=[O:39])[CH2:22][CH2:21]3)[N:7]=[CH:6][C:5]=2[O:4][CH2:3][CH2:2]1. The catalyst class is: 55.